Task: Predict the reaction yield, written as a fraction of the theoretical maximum amount of product (1.0 means a 100% yield; for example, 0.34 means a 34% yield).. Dataset: Reaction yield outcomes from USPTO patents with 853,638 reactions (1) The reactants are [Cl:1][C:2]1[CH:27]=[C:26]([Cl:28])[CH:25]=[CH:24][C:3]=1[O:4][C:5]1[CH:10]=[CH:9][CH:8]=[CH:7][C:6]=1[NH:11][S:12]([C:15]1[CH:23]=[CH:22][C:18]([C:19]([OH:21])=O)=[CH:17][CH:16]=1)(=[O:14])=[O:13].C(N(CC)CC)C.CN(C(ON1N=NC2C=CC=CC1=2)=[N+](C)C)C.F[P-](F)(F)(F)(F)F.Cl.[CH2:61]([O:63][C:64](=[O:67])[CH2:65][NH2:66])[CH3:62]. The catalyst is CN(C)C=O. The product is [CH2:61]([O:63][C:64](=[O:67])[CH2:65][NH:66][C:19](=[O:21])[C:18]1[CH:17]=[CH:16][C:15]([S:12](=[O:13])(=[O:14])[NH:11][C:6]2[CH:7]=[CH:8][CH:9]=[CH:10][C:5]=2[O:4][C:3]2[CH:24]=[CH:25][C:26]([Cl:28])=[CH:27][C:2]=2[Cl:1])=[CH:23][CH:22]=1)[CH3:62]. The yield is 0.780. (2) The reactants are [O-]P([O-])([O-])=O.[K+].[K+].[K+].[CH2:9]([NH2:16])[C:10]1[CH:15]=[CH:14][CH:13]=[CH:12][CH:11]=1.I[C:18]1[CH:24]=[CH:23][C:21]([NH2:22])=[CH:20][CH:19]=1.C(O)CO. The catalyst is [Cu]I.CCCCCC.C(OCC)(=O)C.CC(O)C. The product is [CH2:9]([NH:16][C:18]1[CH:24]=[CH:23][C:21]([NH2:22])=[CH:20][CH:19]=1)[C:10]1[CH:15]=[CH:14][CH:13]=[CH:12][CH:11]=1. The yield is 0.510. (3) The reactants are [C:1]12([CH:11]([NH2:13])[CH3:12])[CH2:10][CH:5]3[CH2:6][CH:7]([CH2:9][CH:3]([CH2:4]3)[CH2:2]1)[CH2:8]2.[OH:14][C:15]1[CH:22]=[CH:21][C:18]([CH:19]=O)=[CH:17][CH:16]=1. No catalyst specified. The product is [C:1]12([CH:11]([NH:13][CH2:19][C:18]3[CH:21]=[CH:22][C:15]([OH:14])=[CH:16][CH:17]=3)[CH3:12])[CH2:8][CH:7]3[CH2:6][CH:5]([CH2:4][CH:3]([CH2:9]3)[CH2:2]1)[CH2:10]2. The yield is 0.710. (4) The reactants are [C:1]([N:9]1[C:17]2[C:12](=[CH:13][CH:14]=[CH:15][CH:16]=2)[C:11]([C:18]([OH:20])=O)=[C:10]1[CH3:21])(=[O:8])[C:2]1[CH:7]=[CH:6][CH:5]=[CH:4][CH:3]=1.Cl.CN(C)CCCN=C=NCC.C(N(CC)CC)C.[NH2:41][CH2:42][C:43]1[C:44]([OH:51])=[N:45][C:46]([CH3:50])=[CH:47][C:48]=1[CH3:49]. The catalyst is ClCCl. The product is [C:1]([N:9]1[C:17]2[C:12](=[CH:13][CH:14]=[CH:15][CH:16]=2)[C:11]([C:18]([NH:41][CH2:42][C:43]2[C:44]([OH:51])=[N:45][C:46]([CH3:50])=[CH:47][C:48]=2[CH3:49])=[O:20])=[C:10]1[CH3:21])(=[O:8])[C:2]1[CH:3]=[CH:4][CH:5]=[CH:6][CH:7]=1. The yield is 0.530. (5) The reactants are I[C:2]1[CH:3]=[N:4][CH:5]=[CH:6][C:7]=1[O:8][CH2:9][CH2:10][C:11]1[CH:15]=[CH:14][S:13][CH:12]=1.C1(P(C2C=CC=CC=2)C2C=CC=CC=2)C=CC=CC=1.C(=O)([O-])[O-].[K+].[K+].CN(C)C=O. The catalyst is C([O-])(=O)C.[Pd+2].C([O-])(=O)C. The product is [S:13]1[C:12]2[C:2]3[CH:3]=[N:4][CH:5]=[CH:6][C:7]=3[O:8][CH2:9][CH2:10][C:11]=2[CH:15]=[CH:14]1. The yield is 0.850. (6) The product is [CH3:49][N:48]([CH3:50])[O:47][CH2:46][CH2:45][O:44][C@@H:32]1[C@H:31]([OH:51])[C@@H:30]([CH2:29][OH:28])[O:34][C@H:33]1[N:35]1[CH:42]=[C:41]([CH3:43])[C:39](=[O:40])[NH:38][C:36]1=[O:37]. The reactants are F.F.F.C(N(CC)CC)C.[Si]([O:28][CH2:29][C@H:30]1[O:34][C@@H:33]([N:35]2[CH:42]=[C:41]([CH3:43])[C:39](=[O:40])[NH:38][C:36]2=[O:37])[C@H:32]([O:44][CH2:45][CH2:46][O:47][N:48]([CH3:50])[CH3:49])[C@@H:31]1[OH:51])(C(C)(C)C)(C1C=CC=CC=1)C1C=CC=CC=1.CO. The catalyst is C1COCC1.C(Cl)Cl. The yield is 0.925. (7) The reactants are [CH:1]1([NH2:5])[CH2:4][CH2:3][CH2:2]1.C[O:7][C:8]([C:10]1[C:14]([NH:15][C:16]([C:18]2[C:23]([NH:24][C:25]3[CH:26]=[N:27][CH:28]=[N:29][CH:30]=3)=[CH:22][CH:21]=[C:20]([CH:31]3[CH2:33][CH2:32]3)[N:19]=2)=[O:17])=[CH:13][N:12]([CH3:34])[N:11]=1)=O. No catalyst specified. The product is [CH:1]1([NH:5][C:8]([C:10]2[C:14]([NH:15][C:16]([C:18]3[C:23]([NH:24][C:25]4[CH:26]=[N:27][CH:28]=[N:29][CH:30]=4)=[CH:22][CH:21]=[C:20]([CH:31]4[CH2:33][CH2:32]4)[N:19]=3)=[O:17])=[CH:13][N:12]([CH3:34])[N:11]=2)=[O:7])[CH2:4][CH2:3][CH2:2]1. The yield is 0.240. (8) The reactants are [Cl:1][C:2]1[C:3]([C:8](O)=[O:9])=[N:4][CH:5]=[CH:6][N:7]=1.ClC(OC)=O.[BH4-].[Na+]. The catalyst is C1COCC1.O. The product is [Cl:1][C:2]1[C:3]([CH2:8][OH:9])=[N:4][CH:5]=[CH:6][N:7]=1. The yield is 0.220.